From a dataset of Full USPTO retrosynthesis dataset with 1.9M reactions from patents (1976-2016). Predict the reactants needed to synthesize the given product. (1) Given the product [C:24]([O:23][C@@H:18]([C:9]1[C:8]([CH3:28])=[CH:7][C:5]2[N:6]=[C:2]([C:35]3[CH:34]=[C:33]4[C:38](=[CH:37][CH:36]=3)[N:30]([CH3:29])[N:31]=[C:32]4[C:48]3[CH:53]=[CH:52][CH:51]=[CH:50][N:49]=3)[S:3][C:4]=2[C:10]=1[C:11]1[CH:16]=[CH:15][C:14]([Cl:17])=[CH:13][CH:12]=1)[C:19]([O:21][CH3:22])=[O:20])([CH3:27])([CH3:26])[CH3:25], predict the reactants needed to synthesize it. The reactants are: Br[C:2]1[S:3][C:4]2[C:10]([C:11]3[CH:16]=[CH:15][C:14]([Cl:17])=[CH:13][CH:12]=3)=[C:9]([C@H:18]([O:23][C:24]([CH3:27])([CH3:26])[CH3:25])[C:19]([O:21][CH3:22])=[O:20])[C:8]([CH3:28])=[CH:7][C:5]=2[N:6]=1.[CH3:29][N:30]1[C:38]2[C:33](=[CH:34][C:35](B3OC(C)(C)C(C)(C)O3)=[CH:36][CH:37]=2)[C:32]([C:48]2[CH:53]=[CH:52][CH:51]=[CH:50][N:49]=2)=[N:31]1.C([O-])([O-])=O.[K+].[K+].O1CCOCC1. (2) The reactants are: [CH3:1][N:2]1[C:10]2[C:5](=[C:6](B(O)O)[CH:7]=[CH:8][CH:9]=2)[CH:4]=[N:3]1.I[C:15]1[N:20]=[C:19]([NH2:21])[N:18]=[C:17]([NH:22][CH3:23])[CH:16]=1. Given the product [CH3:23][NH:22][C:17]1[CH:16]=[C:15]([C:6]2[CH:7]=[CH:8][CH:9]=[C:10]3[C:5]=2[CH:4]=[N:3][N:2]3[CH3:1])[N:20]=[C:19]([NH2:21])[N:18]=1, predict the reactants needed to synthesize it.